From a dataset of Reaction yield outcomes from USPTO patents with 853,638 reactions. Predict the reaction yield, written as a fraction of the theoretical maximum amount of product (1.0 means a 100% yield; for example, 0.34 means a 34% yield). (1) The reactants are [I-].[CH3:2][N+:3]1([CH3:12])[CH2:8][CH2:7][CH2:6][CH2:5][CH:4]1[CH:9]([CH3:11])[CH3:10].[OH-:13]. No catalyst specified. The product is [OH-:13].[CH3:2][N+:3]1([CH3:12])[CH2:8][CH2:7][CH2:6][CH2:5][CH:4]1[CH:9]([CH3:10])[CH3:11]. The yield is 1.00. (2) The reactants are [Cl:1][C:2]1[C:3](Cl)=N[CH:5]=[CH:6][N:7]=1.Cl.[CH3:10][C:11]1[CH:12]=[C:13]([CH:17]2[CH2:22][CH2:21][CH2:20][NH:19][CH2:18]2)[CH:14]=[CH:15][CH:16]=1.[C:23]([O-])([O-])=O.[K+].[K+].CN(C=O)C. The catalyst is CCOC(C)=O. The product is [Cl:1][C:2]1[C:3]([N:19]2[CH2:20][CH2:21][CH2:22][CH:17]([C:13]3[CH:14]=[CH:15][CH:16]=[C:11]([CH3:10])[CH:12]=3)[CH2:18]2)=[CH:23][CH:5]=[CH:6][N:7]=1. The yield is 0.760.